This data is from Catalyst prediction with 721,799 reactions and 888 catalyst types from USPTO. The task is: Predict which catalyst facilitates the given reaction. Reactant: [C:1](=[O:12])(OC(Cl)(Cl)Cl)OC(Cl)(Cl)[Cl:4].[NH2:13][C:14]1[CH:41]=[CH:40][C:17]([C:18]([N:20]2[CH2:25][CH2:24][N:23]([CH2:26][C:27]3[CH:28]=[C:29]([CH:37]=[CH:38][CH:39]=3)[C:30]([NH:32][C:33]([CH3:36])([CH3:35])[CH3:34])=[O:31])[CH2:22][CH2:21]2)=[O:19])=[C:16]([F:42])[C:15]=1[F:43].C(N(C(C)C)C(C)C)C.[CH:53]1([NH2:57])[CH2:56][CH2:55][CH2:54]1. Product: [ClH:4].[C:33]([NH:32][C:30](=[O:31])[C:29]1[CH:37]=[CH:38][CH:39]=[C:27]([CH2:26][N:23]2[CH2:22][CH2:21][N:20]([C:18](=[O:19])[C:17]3[CH:40]=[CH:41][C:14]([NH:13][C:1]([NH:57][CH:53]4[CH2:56][CH2:55][CH2:54]4)=[O:12])=[C:15]([F:43])[C:16]=3[F:42])[CH2:25][CH2:24]2)[CH:28]=1)([CH3:36])([CH3:35])[CH3:34]. The catalyst class is: 46.